Dataset: Full USPTO retrosynthesis dataset with 1.9M reactions from patents (1976-2016). Task: Predict the reactants needed to synthesize the given product. (1) Given the product [Br:1][C:2]1[CH:10]=[CH:9][CH:8]=[CH:7][C:3]=1[CH2:4][CH2:5][NH:6][C:23](=[O:24])[C:22]1[CH:26]=[CH:27][C:19]([C:18]([F:17])([F:28])[F:29])=[CH:20][CH:21]=1, predict the reactants needed to synthesize it. The reactants are: [Br:1][C:2]1[CH:10]=[CH:9][CH:8]=[CH:7][C:3]=1[CH2:4][CH2:5][NH2:6].N1C=CC=CC=1.[F:17][C:18]([F:29])([F:28])[C:19]1[CH:27]=[CH:26][C:22]([C:23](Cl)=[O:24])=[CH:21][CH:20]=1. (2) Given the product [C:30]([O:34][C:35]([N:37]1[CH2:42][CH2:41][N:40]([CH2:12][C:7]2[CH:8]=[C:9]([Br:11])[CH:10]=[C:5]([C:4]([O:3][CH2:1][CH3:2])=[O:29])[C:6]=2[N:14]([C:15]([O:17][C:18]([CH3:21])([CH3:20])[CH3:19])=[O:16])[C:22]([O:24][C:25]([CH3:27])([CH3:28])[CH3:26])=[O:23])[CH2:39][CH2:38]1)=[O:36])([CH3:33])([CH3:31])[CH3:32], predict the reactants needed to synthesize it. The reactants are: [CH2:1]([O:3][C:4](=[O:29])[C:5]1[CH:10]=[C:9]([Br:11])[CH:8]=[C:7]([CH2:12]Br)[C:6]=1[N:14]([C:22]([O:24][C:25]([CH3:28])([CH3:27])[CH3:26])=[O:23])[C:15]([O:17][C:18]([CH3:21])([CH3:20])[CH3:19])=[O:16])[CH3:2].[C:30]([O:34][C:35]([N:37]1[CH2:42][CH2:41][N:40](CC2C=C(N(C(OC(C)(C)C)=O)C(OC(C)(C)C)=O)C(C(OCC)=O)=CC=2Cl)[CH2:39][CH2:38]1)=[O:36])([CH3:33])([CH3:32])[CH3:31].C(Cl)Cl.